This data is from Forward reaction prediction with 1.9M reactions from USPTO patents (1976-2016). The task is: Predict the product of the given reaction. (1) Given the reactants [Cl:1][C:2]1[CH:7]=[CH:6][CH:5]=[CH:4][C:3]=1[N:8]1[C:12]([C:13]([OH:15])=O)=[CH:11][C:10]([C:16]([O:18][CH3:19])=[O:17])=[N:9]1.CCN=C=NCCCN(C)C.C1C=CC2N(O)N=NC=2C=1.[CH3:41][S:42]([C:45]1[CH:46]=[C:47]([CH:52]=[CH:53][CH:54]=1)[C:48]([NH:50][NH2:51])=[O:49])(=[O:44])=[O:43], predict the reaction product. The product is: [Cl:1][C:2]1[CH:7]=[CH:6][CH:5]=[CH:4][C:3]=1[N:8]1[C:12]([C:13]([NH:51][NH:50][C:48](=[O:49])[C:47]2[CH:52]=[CH:53][CH:54]=[C:45]([S:42]([CH3:41])(=[O:43])=[O:44])[CH:46]=2)=[O:15])=[CH:11][C:10]([C:16]([O:18][CH3:19])=[O:17])=[N:9]1. (2) Given the reactants O[NH:2][C:3]([C:5]1[CH:26]=[CH:25][C:8]([CH2:9][NH:10][C:11](=[O:24])[CH:12]([C:15]2[CH:20]=[CH:19][C:18]([O:21][CH3:22])=[CH:17][C:16]=2[OH:23])[O:13][CH3:14])=[CH:7][CH:6]=1)=[NH:4], predict the reaction product. The product is: [C:3]([C:5]1[CH:6]=[CH:7][C:8]([CH2:9][NH:10][C:11](=[O:24])[CH:12]([C:15]2[CH:20]=[CH:19][C:18]([O:21][CH3:22])=[CH:17][C:16]=2[OH:23])[O:13][CH3:14])=[CH:25][CH:26]=1)(=[NH:2])[NH2:4]. (3) Given the reactants [CH3:1][S:2](Cl)(=[O:4])=[O:3].C(OC([NH:13][C:14]1[CH:22]=[CH:21][CH:20]=[C:19]2[C:15]=1[CH:16]=[CH:17][N:18]2[CH:23]([C:28]1[CH:33]=[CH:32][C:31]([Cl:34])=[CH:30][CH:29]=1)[C:24]([O:26][CH3:27])=[O:25])=O)(C)(C)C.C(N(CC)CC)C.O, predict the reaction product. The product is: [Cl:34][C:31]1[CH:30]=[CH:29][C:28]([CH:23]([N:18]2[C:19]3[C:15](=[C:14]([NH:13][S:2]([CH3:1])(=[O:4])=[O:3])[CH:22]=[CH:21][CH:20]=3)[CH:16]=[CH:17]2)[C:24]([O:26][CH3:27])=[O:25])=[CH:33][CH:32]=1. (4) Given the reactants [C:1]([O:5][C:6](=[O:27])[N:7]([CH2:9][C:10]1[CH:14]=[C:13](Br)[N:12]([S:16]([C:19]2[CH:20]=[N:21][C:22]([O:25][CH3:26])=[CH:23][CH:24]=2)(=[O:18])=[O:17])[CH:11]=1)[CH3:8])([CH3:4])([CH3:3])[CH3:2].[F:28][C:29]1[C:34](B(O)O)=[CH:33][CH:32]=[CH:31][N:30]=1.C(=O)([O-])[O-].[Na+].[Na+], predict the reaction product. The product is: [C:1]([O:5][C:6](=[O:27])[N:7]([CH2:9][C:10]1[CH:14]=[C:13]([C:34]2[C:29]([F:28])=[N:30][CH:31]=[CH:32][CH:33]=2)[N:12]([S:16]([C:19]2[CH:20]=[N:21][C:22]([O:25][CH3:26])=[CH:23][CH:24]=2)(=[O:18])=[O:17])[CH:11]=1)[CH3:8])([CH3:4])([CH3:3])[CH3:2]. (5) The product is: [CH3:1][O:2][C:3](=[O:26])[CH:4]([C:9]1[CH:10]=[C:11]([C:16]2[CH:17]=[CH:18][C:19]([C:22]([F:23])([F:25])[F:24])=[CH:20][CH:21]=2)[CH:12]=[C:13]([O:15][C:31]2[CH:32]=[CH:33][C:28]([Cl:27])=[CH:29][CH:30]=2)[CH:14]=1)[CH2:5][CH:6]([CH3:8])[CH3:7]. Given the reactants [CH3:1][O:2][C:3](=[O:26])[CH:4]([C:9]1[CH:10]=[C:11]([C:16]2[CH:21]=[CH:20][C:19]([C:22]([F:25])([F:24])[F:23])=[CH:18][CH:17]=2)[CH:12]=[C:13]([OH:15])[CH:14]=1)[CH2:5][CH:6]([CH3:8])[CH3:7].[Cl:27][C:28]1[CH:33]=[CH:32][C:31](B(O)O)=[CH:30][CH:29]=1, predict the reaction product.